This data is from Catalyst prediction with 721,799 reactions and 888 catalyst types from USPTO. The task is: Predict which catalyst facilitates the given reaction. (1) Reactant: [CH2:1]([N:3]1[C:7]2=[N:8][C:9]([CH2:59][CH3:60])=[C:10]([CH2:19][NH:20][C:21](=[O:58])[C:22]([CH3:57])([CH3:56])[CH2:23][C:24]([NH:26][CH2:27][C:28]3[CH:29]=[CH:30][C:31]([F:55])=[C:32]([C:34]4[CH:39]=[CH:38][CH:37]=[C:36]([CH2:40][N:41]5[CH2:46][CH2:45][N:44](C(OC(C)(C)C)=O)[C@@H:43]([CH3:54])[CH2:42]5)[CH:35]=4)[CH:33]=3)=[O:25])[C:11]([NH:12][CH:13]3[CH2:18][CH2:17][O:16][CH2:15][CH2:14]3)=[C:6]2[CH:5]=[N:4]1)[CH3:2].Cl. Product: [CH2:1]([N:3]1[C:7]2=[N:8][C:9]([CH2:59][CH3:60])=[C:10]([CH2:19][NH:20][C:21](=[O:58])[C:22]([CH3:57])([CH3:56])[CH2:23][C:24]([NH:26][CH2:27][C:28]3[CH:33]=[C:32]([C:34]4[CH:39]=[CH:38][CH:37]=[C:36]([CH2:40][N:41]5[CH2:46][CH2:45][NH:44][C@@H:43]([CH3:54])[CH2:42]5)[CH:35]=4)[C:31]([F:55])=[CH:30][CH:29]=3)=[O:25])[C:11]([NH:12][CH:13]3[CH2:18][CH2:17][O:16][CH2:15][CH2:14]3)=[C:6]2[CH:5]=[N:4]1)[CH3:2]. The catalyst class is: 169. (2) Reactant: Cl.[NH2:2][CH:3]([C:6]([OH:8])=[O:7])[CH2:4][OH:5].[CH2:9](N(CC)CC)C.[CH3:16][O:17][C:18]1[CH:23]=[CH:22][C:21]([CH2:24][C:25](Cl)=[O:26])=[CH:20][CH:19]=1. Product: [CH3:9][O:7][C:6](=[O:8])[CH:3]([NH:2][C:25](=[O:26])[CH2:24][C:21]1[CH:22]=[CH:23][C:18]([O:17][CH3:16])=[CH:19][CH:20]=1)[CH2:4][OH:5]. The catalyst class is: 4. (3) Reactant: [Cl:1][C:2]1[S:6][C:5]([C:7]([O:9]C)=[O:8])=[CH:4][C:3]=1[C:11]1[N:15]([CH3:16])[N:14]=[CH:13][CH:12]=1.[OH-].[Na+]. Product: [Cl:1][C:2]1[S:6][C:5]([C:7]([OH:9])=[O:8])=[CH:4][C:3]=1[C:11]1[N:15]([CH3:16])[N:14]=[CH:13][CH:12]=1. The catalyst class is: 7. (4) Reactant: [Br:1][C:2]1[CH:3]=[C:4]([CH2:10][C:11](N(OC)C)=[O:12])[CH:5]=[CH:6][C:7]=1[O:8][CH3:9].[CH2:17]([Mg]Br)[CH3:18]. Product: [Br:1][C:2]1[CH:3]=[C:4]([CH2:10][C:11](=[O:12])[CH2:17][CH3:18])[CH:5]=[CH:6][C:7]=1[O:8][CH3:9]. The catalyst class is: 1. (5) Reactant: [O:1]1[CH:6]([C:7]([N:9]2[CH2:14][CH2:13][N:12]([C:15]3[CH:20]=[CH:19][CH:18]=[CH:17][C:16]=3[CH2:21][O:22][CH3:23])[CH2:11][CH2:10]2)=O)[CH2:5][S:4][C:3]2[CH:24]=[CH:25][CH:26]=[CH:27][C:2]1=2.[H-].[H-].[H-].[H-].[Li+].[Al+3].[OH-].[Na+].O. Product: [O:1]1[CH:6]([CH2:7][N:9]2[CH2:10][CH2:11][N:12]([C:15]3[CH:20]=[CH:19][CH:18]=[CH:17][C:16]=3[CH2:21][O:22][CH3:23])[CH2:13][CH2:14]2)[CH2:5][S:4][C:3]2[CH:24]=[CH:25][CH:26]=[CH:27][C:2]1=2. The catalyst class is: 1. (6) Reactant: [C:1]([C:3]1[C:8]2[N:9]=[C:10]([CH:12]3[CH2:14][CH2:13]3)[O:11][C:7]=2[C:6]([CH:15](C(OC)=O)[C:16]([O:18][CH3:19])=[O:17])=[C:5]([C:24]2[CH:29]=[CH:28][CH:27]=[CH:26][CH:25]=2)[C:4]=1[CH3:30])#[N:2].[Cl-].[Mg+2].[Cl-]. Product: [C:1]([C:3]1[C:8]2[N:9]=[C:10]([CH:12]3[CH2:14][CH2:13]3)[O:11][C:7]=2[C:6]([CH2:15][C:16]([O:18][CH3:19])=[O:17])=[C:5]([C:24]2[CH:25]=[CH:26][CH:27]=[CH:28][CH:29]=2)[C:4]=1[CH3:30])#[N:2]. The catalyst class is: 58. (7) Reactant: [CH3:1][O:2][C:3]1[CH:4]=[CH:5][C:6]2[S:10][C:9](C(O)=O)=[N:8][C:7]=2[C:14]=1[N+:15]([O-:17])=[O:16]. Product: [CH3:1][O:2][C:3]1[CH:4]=[CH:5][C:6]2[S:10][CH:9]=[N:8][C:7]=2[C:14]=1[N+:15]([O-:17])=[O:16]. The catalyst class is: 4. (8) The catalyst class is: 285. Product: [C:16]([OH:18])(=[O:17])[CH3:10].[NH2:8][C@@H:9]1[CH2:15][CH2:14][CH2:13][CH2:12][CH2:11][C@H:10]1[C:16]([O:18][CH3:19])=[O:17]. Reactant: C([N:8](CC1C=CC=CC=1)[C@@H:9]1[CH2:15][CH2:14][CH2:13][CH2:12][CH2:11][C@H:10]1[C:16]([O:18][CH3:19])=[O:17])C1C=CC=CC=1. (9) Reactant: [Cl:1][C:2]1[CH:7]=[C:6]([Cl:8])[CH:5]=[CH:4][C:3]=1[C@H:9]([N:11]1[C:19]2[C:14](=[CH:15][CH:16]=[C:17]([N:20]3[CH2:25][CH2:24][NH:23][CH2:22][CH2:21]3)[CH:18]=2)[CH:13]=[N:12]1)[CH3:10].[C:26]([O:30][C:31]([N:33]1[CH2:37][CH2:36][CH2:35][C@@H:34]1[C:38](O)=[O:39])=[O:32])([CH3:29])([CH3:28])[CH3:27].CN(C(ON1N=NC2C=CC=NC1=2)=[N+](C)C)C.F[P-](F)(F)(F)(F)F.CCN(C(C)C)C(C)C. Product: [Cl:1][C:2]1[CH:7]=[C:6]([Cl:8])[CH:5]=[CH:4][C:3]=1[C@H:9]([N:11]1[C:19]2[C:14](=[CH:15][CH:16]=[C:17]([N:20]3[CH2:21][CH2:22][N:23]([C:38]([C@H:34]4[CH2:35][CH2:36][CH2:37][N:33]4[C:31]([O:30][C:26]([CH3:29])([CH3:28])[CH3:27])=[O:32])=[O:39])[CH2:24][CH2:25]3)[CH:18]=2)[CH:13]=[N:12]1)[CH3:10]. The catalyst class is: 4.